From a dataset of Reaction yield outcomes from USPTO patents with 853,638 reactions. Predict the reaction yield, written as a fraction of the theoretical maximum amount of product (1.0 means a 100% yield; for example, 0.34 means a 34% yield). (1) The reactants are Br[C:2]1[CH:3]=[C:4]([NH:10][C:11]2[CH:16]=[N:15][CH:14]=[CH:13][N:12]=2)[C:5](=[O:9])[N:6]([CH3:8])[CH:7]=1.[C:17]([O:20][CH2:21][C:22]1[C:23]([N:31]2[CH2:42][CH2:41][N:40]3[C:33](=[CH:34][C:35]4[CH2:36][C:37]([CH3:44])([CH3:43])[CH2:38][C:39]=43)[C:32]2=[O:45])=[N:24][CH:25]=[CH:26][C:27]=1B(O)O)(=[O:19])[CH3:18].[O-]P([O-])([O-])=O.[K+].[K+].[K+].O.O.O.C([O-])(=O)C.[Na+]. The catalyst is O.C1C=CC(P(C2C=CC=CC=2)[C-]2C=CC=C2)=CC=1.C1C=CC(P(C2C=CC=CC=2)[C-]2C=CC=C2)=CC=1.Cl[Pd]Cl.[Fe+2].C(#N)C. The product is [C:17]([O:20][CH2:21][C:22]1[C:23]([N:31]2[CH2:42][CH2:41][N:40]3[C:33](=[CH:34][C:35]4[CH2:36][C:37]([CH3:44])([CH3:43])[CH2:38][C:39]=43)[C:32]2=[O:45])=[N:24][CH:25]=[CH:26][C:27]=1[C:2]1[CH:3]=[C:4]([NH:10][C:11]2[CH:16]=[N:15][CH:14]=[CH:13][N:12]=2)[C:5](=[O:9])[N:6]([CH3:8])[CH:7]=1)(=[O:19])[CH3:18]. The yield is 0.400. (2) The catalyst is CCOC(C)=O.CCOCC.Cl.CCOCC. The product is [CH3:1][O:2][CH2:3][CH2:4][O:5][C:6]1[CH:7]=[C:8]([CH:32]=[CH:33][CH:34]=1)[O:9][CH2:10][CH2:11][O:12][C:13]1[C:14]([N:19]2[CH2:24][CH2:23][NH:22][CH2:21][CH2:20]2)=[N:15][CH:16]=[CH:17][N:18]=1. The yield is 0.690. The reactants are [CH3:1][O:2][CH2:3][CH2:4][O:5][C:6]1[CH:7]=[C:8]([CH:32]=[CH:33][CH:34]=1)[O:9][CH2:10][CH2:11][O:12][C:13]1[C:14]([N:19]2[CH2:24][CH2:23][N:22](C(OC(C)(C)C)=O)[CH2:21][CH2:20]2)=[N:15][CH:16]=[CH:17][N:18]=1. (3) The reactants are [NH:1]1[CH2:10][CH2:9][CH:4]([C:5]([O:7][CH3:8])=[O:6])[CH2:3][CH2:2]1.[C:11]([O:15][C:16](O[C:16]([O:15][C:11]([CH3:14])([CH3:13])[CH3:12])=[O:17])=[O:17])([CH3:14])([CH3:13])[CH3:12].C(N(CC)CC)C. The catalyst is ClCCl. The product is [N:1]1([C:16]([O:15][C:11]([CH3:14])([CH3:13])[CH3:12])=[O:17])[CH2:10][CH2:9][CH:4]([C:5]([O:7][CH3:8])=[O:6])[CH2:3][CH2:2]1. The yield is 0.980. (4) The reactants are [CH3:1][O:2][P:3](/[C:7](=[CH:12]/[O:13]C)/[C:8](OC)=O)([O:5][CH3:6])=[O:4].COP(/C(=C\OC)/C(OC)=O)(OC)=O.COC(=O)C(P(OC)(OC)=O)=COC.Cl.[Cl:44][C:45]1[CH:50]=[CH:49][C:48]([NH:51][NH2:52])=[CH:47][CH:46]=1.C(=O)([O-])[O-].[K+].[K+]. The catalyst is COP(/C(=C\OC)/C(OC)=O)(OC)=O.CCOC(C)=O.CO. The product is [Cl:44][C:45]1[CH:50]=[CH:49][C:48]([N:51]2[C:12]([OH:13])=[C:7]([P:3](=[O:4])([O:5][CH3:6])[O:2][CH3:1])[CH:8]=[N:52]2)=[CH:47][CH:46]=1. The yield is 0.650. (5) The reactants are [Cl-].O[NH3+:3].[C:4](=[O:7])([O-])[OH:5].[Na+].CS(C)=O.[N:13]1([CH2:18][CH2:19][O:20][C@H:21]2[CH2:26][CH2:25][C@H:24]([N:27]3[C:32](=[O:33])[C:31]([CH2:34][C:35]4[CH:40]=[CH:39][C:38]([C:41]5[C:42]([C:47]#[N:48])=[CH:43][CH:44]=[CH:45][CH:46]=5)=[CH:37][CH:36]=4)=[C:30]([CH2:49][CH2:50][CH3:51])[N:29]4[N:52]=[CH:53][N:54]=[C:28]34)[CH2:23][CH2:22]2)[CH:17]=[CH:16][N:15]=[CH:14]1. The catalyst is C(OCC)(=O)C. The product is [N:13]1([CH2:18][CH2:19][O:20][C@H:21]2[CH2:26][CH2:25][C@H:24]([N:27]3[C:32](=[O:33])[C:31]([CH2:34][C:35]4[CH:40]=[CH:39][C:38]([C:41]5[CH:46]=[CH:45][CH:44]=[CH:43][C:42]=5[C:47]5[NH:3][C:4](=[O:7])[O:5][N:48]=5)=[CH:37][CH:36]=4)=[C:30]([CH2:49][CH2:50][CH3:51])[N:29]4[N:52]=[CH:53][N:54]=[C:28]34)[CH2:23][CH2:22]2)[CH:17]=[CH:16][N:15]=[CH:14]1. The yield is 0.330.